This data is from NCI-60 drug combinations with 297,098 pairs across 59 cell lines. The task is: Regression. Given two drug SMILES strings and cell line genomic features, predict the synergy score measuring deviation from expected non-interaction effect. Drug 1: CC1=C(C(CCC1)(C)C)C=CC(=CC=CC(=CC(=O)O)C)C. Drug 2: C1=NNC2=C1C(=O)NC=N2. Cell line: K-562. Synergy scores: CSS=0.275, Synergy_ZIP=2.13, Synergy_Bliss=2.20, Synergy_Loewe=-1.70, Synergy_HSA=-3.17.